Dataset: Full USPTO retrosynthesis dataset with 1.9M reactions from patents (1976-2016). Task: Predict the reactants needed to synthesize the given product. Given the product [O:1]1[CH:5]=[CH:4][C:3]([NH:6][S:29]([C:25]2[CH:24]=[C:23]3[C:28]([C:19]([C:10]4[CH:11]=[CH:12][C:13]([C:15]([F:18])([F:16])[F:17])=[CH:14][C:9]=4[O:8][CH3:7])=[N:20][CH:21]=[N:22]3)=[CH:27][CH:26]=2)(=[O:31])=[O:30])=[N:2]1, predict the reactants needed to synthesize it. The reactants are: [O:1]1[CH:5]=[CH:4][C:3]([NH2:6])=[N:2]1.[CH3:7][O:8][C:9]1[CH:14]=[C:13]([C:15]([F:18])([F:17])[F:16])[CH:12]=[CH:11][C:10]=1[C:19]1[C:28]2[C:23](=[CH:24][C:25]([S:29](F)(=[O:31])=[O:30])=[CH:26][CH:27]=2)[N:22]=[CH:21][N:20]=1.[Li+].C[Si]([N-][Si](C)(C)C)(C)C.Cl.O1CCOCC1.